From a dataset of Catalyst prediction with 721,799 reactions and 888 catalyst types from USPTO. Predict which catalyst facilitates the given reaction. (1) Reactant: [Br:1][C:2]1[CH:13]=[C:6]2[C:7](OC(=O)[NH:11][C:5]2=[CH:4][CH:3]=1)=[O:8].[CH3:14][NH:15][CH3:16]. Product: [NH2:11][C:5]1[CH:4]=[CH:3][C:2]([Br:1])=[CH:13][C:6]=1[C:7]([N:15]([CH3:16])[CH3:14])=[O:8]. The catalyst class is: 277. (2) Reactant: Cl[C:2]1[CH:3]=[C:4]([C:9]2[N:13]([C:14]3[CH:19]=[CH:18][C:17]([O:20][CH3:21])=[CH:16][CH:15]=3)[N:12]=[C:11]([CH2:22][CH:23]([C:27]3[CH:28]=[C:29]([CH3:33])[CH:30]=[CH:31][CH:32]=3)[C:24](O)=[O:25])[CH:10]=2)[CH:5]=[CH:6][C:7]=1Cl.[CH2:34](Cl)CCl.C1C=CC2N(O)N=NC=2C=1.Cl.[NH2:49][C@@H:50]1[CH2:55][CH2:54][CH2:53][CH2:52][C@H:51]1[OH:56].CCN(C(C)C)C(C)C. Product: [OH:56][CH:51]1[CH2:52][CH2:53][CH2:54][CH2:55][CH:50]1[NH:49][C:24](=[O:25])[CH:23]([C:27]1[CH:28]=[C:29]([CH3:33])[CH:30]=[CH:31][CH:32]=1)[CH2:22][C:11]1[CH:10]=[C:9]([C:4]2[CH:3]=[CH:2][C:7]([CH3:34])=[CH:6][CH:5]=2)[N:13]([C:14]2[CH:15]=[CH:16][C:17]([O:20][CH3:21])=[CH:18][CH:19]=2)[N:12]=1. The catalyst class is: 31.